This data is from Full USPTO retrosynthesis dataset with 1.9M reactions from patents (1976-2016). The task is: Predict the reactants needed to synthesize the given product. (1) Given the product [CH3:16][O:17][C:18]([C:20]1[S:24][C:23]([N:9]2[C:5]3[CH:4]=[C:3]([O:2][CH3:1])[C:11]([O:12][CH3:13])=[CH:10][C:6]=3[N:7]=[CH:8]2)=[N:22][C:21]=1[Br:26])=[O:19], predict the reactants needed to synthesize it. The reactants are: [CH3:1][O:2][C:3]1[C:11]([O:12][CH3:13])=[CH:10][C:6]2[NH:7][CH:8]=[N:9][C:5]=2[CH:4]=1.[H-].[Na+].[CH3:16][O:17][C:18]([C:20]1[S:24][C:23](Br)=[N:22][C:21]=1[Br:26])=[O:19].O. (2) Given the product [Cl:1][C:2]1[N:7]=[C:6]([C:8]([NH:13][CH3:12])=[O:10])[CH:5]=[CH:4][N:3]=1, predict the reactants needed to synthesize it. The reactants are: [Cl:1][C:2]1[N:7]=[C:6]([C:8]([OH:10])=O)[CH:5]=[CH:4][N:3]=1.C[CH2:12][N:13](C(C)C)C(C)C.C1CN([P+](ON2N=NC3C=CC=CC2=3)(N2CCCC2)N2CCCC2)CC1.F[P-](F)(F)(F)(F)F.CN.C1COCC1. (3) Given the product [Cl:1][C:2]1[CH:7]=[CH:6][C:5]([NH:8][C:9](=[O:15])[O:10][C:11]([CH3:13])([CH3:14])[CH3:12])=[C:4]([C:16]2[CH:24]=[C:23]3[N:19]([CH:20]([C:25]4[NH:26][CH:27]=[C:28]([C:30]5[CH:35]=[CH:34][C:33]([CH:36]=[O:37])=[CH:32][CH:31]=5)[N:29]=4)[CH2:21][CH2:22]3)[C:18](=[O:38])[CH:17]=2)[CH:3]=1, predict the reactants needed to synthesize it. The reactants are: [Cl:1][C:2]1[CH:7]=[CH:6][C:5]([NH:8][C:9](=[O:15])[O:10][C:11]([CH3:14])([CH3:13])[CH3:12])=[C:4]([C:16]2[CH:24]=[C:23]3[N:19]([CH:20]([C:25]4[NH:26][CH:27]=[C:28]([C:30]5[CH:35]=[CH:34][C:33]([CH2:36][OH:37])=[CH:32][CH:31]=5)[N:29]=4)[CH2:21][CH2:22]3)[C:18](=[O:38])[CH:17]=2)[CH:3]=1.CC(OI1(OC(C)=O)(OC(C)=O)OC(=O)C2C=CC=CC1=2)=O.C(=O)([O-])O.[Na+].S([O-])([O-])=O.[Na+].[Na+]. (4) The reactants are: [OH:1][NH2:2].C([O:5][C:6](=O)[CH2:7][CH2:8][CH2:9][CH2:10][CH2:11][CH2:12][N:13]([C:27]1[CH:32]=[CH:31][CH:30]=[CH:29][N:28]=1)[C:14]1[CH:19]=[C:18]([C:20]2[CH:25]=[CH:24][CH:23]=[CH:22][C:21]=2[CH3:26])[CH:17]=[CH:16][N:15]=1)C. Given the product [OH:1][NH:2][C:6](=[O:5])[CH2:7][CH2:8][CH2:9][CH2:10][CH2:11][CH2:12][N:13]([C:27]1[CH:32]=[CH:31][CH:30]=[CH:29][N:28]=1)[C:14]1[CH:19]=[C:18]([C:20]2[CH:25]=[CH:24][CH:23]=[CH:22][C:21]=2[CH3:26])[CH:17]=[CH:16][N:15]=1, predict the reactants needed to synthesize it. (5) The reactants are: [NH2:1][CH:2]1[CH2:7][CH2:6][N:5]([C:8]([O:10][C:11]([CH3:14])([CH3:13])[CH3:12])=[O:9])[CH2:4][CH2:3]1.[O:15]=[C:16]1[CH2:21][S:20][C:19]2[CH:22]=[CH:23][C:24]([CH:26]=O)=[N:25][C:18]=2[NH:17]1. Given the product [O:15]=[C:16]1[CH2:21][S:20][C:19]2[CH:22]=[CH:23][C:24]([CH2:26][NH:1][CH:2]3[CH2:3][CH2:4][N:5]([C:8]([O:10][C:11]([CH3:14])([CH3:13])[CH3:12])=[O:9])[CH2:6][CH2:7]3)=[N:25][C:18]=2[NH:17]1, predict the reactants needed to synthesize it.